This data is from Experimental lipophilicity measurements (octanol/water distribution) for 4,200 compounds from AstraZeneca. The task is: Regression/Classification. Given a drug SMILES string, predict its absorption, distribution, metabolism, or excretion properties. Task type varies by dataset: regression for continuous measurements (e.g., permeability, clearance, half-life) or binary classification for categorical outcomes (e.g., BBB penetration, CYP inhibition). For this dataset (lipophilicity_astrazeneca), we predict Y. (1) The Y is 2.26 logD. The drug is N#Cc1cccc(C[C@@H](C(=O)O)N2CCC(CN3CCC(Oc4ccc(Cl)c(Cl)c4)CC3)CC2)c1. (2) The compound is O=S(=O)(Nc1cc(F)ccc1F)c1ccc(Cl)cc1. The Y is 2.90 logD.